Dataset: Full USPTO retrosynthesis dataset with 1.9M reactions from patents (1976-2016). Task: Predict the reactants needed to synthesize the given product. (1) Given the product [N:1]1[C:10]2[C:5](=[CH:6][CH:7]=[CH:8][CH:9]=2)[N:4]=[CH:3][C:2]=1[CH2:11][CH2:12][C:13]1[N:25]=[C:16]2[CH:17]=[CH:18][C:19]3[C:24]([N:15]2[N:14]=1)=[CH:23][CH:22]=[CH:21][N:20]=3, predict the reactants needed to synthesize it. The reactants are: [N:1]1[C:10]2[C:5](=[CH:6][CH:7]=[CH:8][CH:9]=2)[N:4]=[CH:3][C:2]=1/[CH:11]=[CH:12]/[C:13]1[N:25]=[C:16]2[CH:17]=[CH:18][C:19]3[C:24]([N:15]2[N:14]=1)=[CH:23][CH:22]=[CH:21][N:20]=3. (2) Given the product [C:12]([O:16][C:17]([N:19]1[CH2:24][CH2:23][N:22]([C:2]2[CH:7]=[CH:6][C:5]([O:8][CH3:9])=[CH:4][C:3]=2[CH2:10][CH3:11])[CH2:21][CH2:20]1)=[O:18])([CH3:15])([CH3:13])[CH3:14], predict the reactants needed to synthesize it. The reactants are: Br[C:2]1[CH:7]=[CH:6][C:5]([O:8][CH3:9])=[CH:4][C:3]=1[CH2:10][CH3:11].[C:12]([O:16][C:17]([N:19]1[CH2:24][CH2:23][NH:22][CH2:21][CH2:20]1)=[O:18])([CH3:15])([CH3:14])[CH3:13].P.CC(C)([O-])C.[Na+]. (3) Given the product [CH3:30][C:10]1[N:9]=[CH:8][N:16]2[C:11]=1[CH:12]=[N:13][C:14]([NH:17][C:18]1[CH:19]=[C:20]([O:28][CH3:29])[C:21]([O:26][CH3:27])=[C:22]([O:24][CH3:25])[CH:23]=1)=[N:15]2, predict the reactants needed to synthesize it. The reactants are: BrC1C=C([C:8]2[N:16]3[C:11]([CH:12]=[N:13][C:14]([NH:17][C:18]4[CH:23]=[C:22]([O:24][CH3:25])[C:21]([O:26][CH3:27])=[C:20]([O:28][CH3:29])[CH:19]=4)=[N:15]3)=[C:10]([CH3:30])[N:9]=2)C=CC=1.C(S(C1C=CC(OC)=C(C=1)N)(=O)=O)C.C(P(C(C)(C)C)C1C=CC=CC=1C1C=CC=CC=1)(C)(C)C.CC(C)([O-])C.[Na+]. (4) Given the product [Br:39][C:40]1[CH:45]=[CH:44][C:43]([N:46]([C:67]2[CH:72]=[CH:71][C:70]([C:73](=[O:81])[C:74]3[CH:79]=[CH:78][CH:77]=[CH:76][C:75]=3[CH3:80])=[C:69]([Cl:82])[CH:68]=2)[C:47]([O:49][CH:50]([O:52][C:53](=[O:66])[CH2:54][CH2:55][C:56]([OH:58])=[O:57])[CH3:51])=[O:48])=[C:42]([CH3:83])[CH:41]=1, predict the reactants needed to synthesize it. The reactants are: ClC1C=C(N(C2C=CC(F)=CC=2C)C(OC(OC(=O)CCC(O)=O)C)=O)C=CC=1C(=O)C1C=CC=CC=1C.[Br:39][C:40]1[CH:45]=[CH:44][C:43]([N:46]([C:67]2[CH:72]=[CH:71][C:70]([C:73](=[O:81])[C:74]3[CH:79]=[CH:78][CH:77]=[CH:76][C:75]=3[CH3:80])=[C:69]([Cl:82])[CH:68]=2)[C:47]([O:49][CH:50]([O:52][C:53](=[O:66])[CH2:54][CH2:55][C:56]([O:58]CC2C=CC=CC=2)=[O:57])[CH3:51])=[O:48])=[C:42]([CH3:83])[CH:41]=1. (5) Given the product [F:1][C:2]1[CH:12]=[CH:11][CH:10]=[CH:9][C:3]=1[CH:4]=[CH:5][C:6]([N:21]([O:33][CH3:34])[CH3:23])=[O:7], predict the reactants needed to synthesize it. The reactants are: [F:1][C:2]1[CH:12]=[CH:11][CH:10]=[CH:9][C:3]=1[CH:4]=[CH:5][C:6](O)=[O:7].CCN=C=NCCC[N:21]([CH3:23])C.Cl.C(N(CC)CC)C.N[O:33][CH3:34].Cl. (6) Given the product [F:36][C:2]([F:1])([F:35])[C:3]1[CH:4]=[C:5]([C@H:13]([N:15]([CH3:34])[C:16]([N:18]2[CH2:23][CH2:22][C@@H:21]3[CH2:24][N:25]([C:45]([CH:40]4[CH2:41][CH2:42][C:43](=[O:44])[N:38]([CH3:37])[CH2:39]4)=[O:46])[CH2:26][C@H:20]3[C@@H:19]2[C:27]2[CH:32]=[CH:31][CH:30]=[CH:29][C:28]=2[CH3:33])=[O:17])[CH3:14])[CH:6]=[C:7]([C:9]([F:11])([F:10])[F:12])[CH:8]=1, predict the reactants needed to synthesize it. The reactants are: [F:1][C:2]([F:36])([F:35])[C:3]1[CH:4]=[C:5]([C@H:13]([N:15]([CH3:34])[C:16]([N:18]2[CH2:23][CH2:22][C@@H:21]3[CH2:24][NH:25][CH2:26][C@H:20]3[C@@H:19]2[C:27]2[CH:32]=[CH:31][CH:30]=[CH:29][C:28]=2[CH3:33])=[O:17])[CH3:14])[CH:6]=[C:7]([C:9]([F:12])([F:11])[F:10])[CH:8]=1.[CH3:37][N:38]1[C:43](=[O:44])[CH2:42][CH2:41][CH:40]([C:45](O)=[O:46])[CH2:39]1. (7) Given the product [C:1]1(=[O:16])[C:10]2[C:5]3=[C:6]([C:11](=[N:18][OH:19])[CH2:12][CH2:13][N:4]3[C:3](=[O:15])[NH:2]1)[CH:7]=[CH:8][CH:9]=2, predict the reactants needed to synthesize it. The reactants are: [C:1]1(=[O:16])[C:10]2[C:5]3=[C:6]([C:11](=O)[CH2:12][CH2:13][N:4]3[C:3](=[O:15])[NH:2]1)[CH:7]=[CH:8][CH:9]=2.Cl.[NH2:18][OH:19].O.O.O.C([O-])(=O)C.[Na+].C(O)C. (8) Given the product [Cl:28][C:29]1[C:30]([F:45])=[C:31]([CH:42]=[CH:43][CH:44]=1)[CH2:32][NH:33][C:34]([C@@H:36]1[CH2:40][C@@H:39]([F:41])[CH2:38][N:37]1[C:19](=[O:21])[CH2:18][N:15]1[C:16]2[C:12](=[CH:11][CH:10]=[C:9]([P:4]([O:6][CH2:7][CH3:8])([O:3][CH2:1][CH3:2])=[O:5])[CH:17]=2)[C:13]([C:22]([O:24][CH2:25][CH3:26])=[O:23])=[N:14]1)=[O:35], predict the reactants needed to synthesize it. The reactants are: [CH2:1]([O:3][P:4]([C:9]1[CH:17]=[C:16]2[C:12]([C:13]([C:22]([O:24][CH2:25][CH3:26])=[O:23])=[N:14][N:15]2[CH2:18][C:19]([OH:21])=O)=[CH:11][CH:10]=1)([O:6][CH2:7][CH3:8])=[O:5])[CH3:2].Cl.[Cl:28][C:29]1[C:30]([F:45])=[C:31]([CH:42]=[CH:43][CH:44]=1)[CH2:32][NH:33][C:34]([C@@H:36]1[CH2:40][C@@H:39]([F:41])[CH2:38][NH:37]1)=[O:35].CN(C(ON1N=NC2C=CC=NC1=2)=[N+](C)C)C.F[P-](F)(F)(F)(F)F.CCN(C(C)C)C(C)C.